From a dataset of Full USPTO retrosynthesis dataset with 1.9M reactions from patents (1976-2016). Predict the reactants needed to synthesize the given product. (1) Given the product [CH2:3]([NH:5][C:6](=[O:48])[NH:7][C:8]1[N:13]=[CH:12][C:11]([C:14]2[CH:15]=[C:16]3[C:21](=[CH:22][N:23]=2)[N:20]([CH2:24][C:25]2[N:26]=[CH:27][N:28]([CH3:30])[CH:29]=2)[CH:19]=[C:18]([C:31]([OH:33])=[O:32])[C:17]3=[O:36])=[C:10]([C:37]2[S:38][CH:39]=[C:40]([C:42]3[CH:43]=[N:44][N:45]([CH3:47])[CH:46]=3)[N:41]=2)[CH:9]=1)[CH3:4], predict the reactants needed to synthesize it. The reactants are: [Li+].[OH-].[CH2:3]([NH:5][C:6](=[O:48])[NH:7][C:8]1[N:13]=[CH:12][C:11]([C:14]2[CH:15]=[C:16]3[C:21](=[CH:22][N:23]=2)[N:20]([CH2:24][C:25]2[N:26]=[CH:27][N:28]([CH3:30])[CH:29]=2)[CH:19]=[C:18]([C:31]([O:33]CC)=[O:32])[C:17]3=[O:36])=[C:10]([C:37]2[S:38][CH:39]=[C:40]([C:42]3[CH:43]=[N:44][N:45]([CH3:47])[CH:46]=3)[N:41]=2)[CH:9]=1)[CH3:4].C1COCC1. (2) Given the product [Cl:1][C:2]1[N:3]=[C:4]([NH:16][CH3:15])[C:5]2[S:10][CH:9]=[C:8]([CH2:11][CH2:12][CH3:13])[C:6]=2[N:7]=1, predict the reactants needed to synthesize it. The reactants are: [Cl:1][C:2]1[N:3]=[C:4](Cl)[C:5]2[S:10][CH:9]=[C:8]([CH2:11][CH2:12][CH3:13])[C:6]=2[N:7]=1.[CH3:15][NH2:16]. (3) Given the product [Cl:28][C:16]1[C:15]2[C:20](=[CH:21][C:12]([O:11][CH2:10][CH2:9][CH2:8][N:5]3[CH2:6][CH2:7][S:2](=[O:25])(=[O:1])[CH2:3][CH2:4]3)=[C:13]([O:23][CH3:24])[CH:14]=2)[N:19]=[CH:18][N:17]=1, predict the reactants needed to synthesize it. The reactants are: [O:1]=[S:2]1(=[O:25])[CH2:7][CH2:6][N:5]([CH2:8][CH2:9][CH2:10][O:11][C:12]2[CH:21]=[C:20]3[C:15]([C:16](=O)[NH:17][CH:18]=[N:19]3)=[CH:14][C:13]=2[O:23][CH3:24])[CH2:4][CH2:3]1.S(Cl)([Cl:28])=O.CN(C=O)C. (4) Given the product [C:51]([NH:1][CH2:2][CH2:3][C:4]1([OH:43])[CH2:9][CH2:8][CH2:7][CH2:6][C@@H:5]1[N:10]1[C:14]([C:15]2[CH:16]=[CH:17][CH:18]=[CH:19][CH:20]=2)=[C:13]([C:21]([N:23]2[CH2:28][CH2:27][N:26]([C:29]([O:31][C:32]([CH3:35])([CH3:33])[CH3:34])=[O:30])[CH2:25][C@H:24]2[CH2:36][C:37]2[CH:38]=[CH:39][CH:40]=[CH:41][CH:42]=2)=[O:22])[N:12]=[CH:11]1)(=[O:53])[CH3:52], predict the reactants needed to synthesize it. The reactants are: [NH2:1][CH2:2][CH2:3][C:4]1([OH:43])[CH2:9][CH2:8][CH2:7][CH2:6][C@@H:5]1[N:10]1[C:14]([C:15]2[CH:20]=[CH:19][CH:18]=[CH:17][CH:16]=2)=[C:13]([C:21]([N:23]2[CH2:28][CH2:27][N:26]([C:29]([O:31][C:32]([CH3:35])([CH3:34])[CH3:33])=[O:30])[CH2:25][C@H:24]2[CH2:36][C:37]2[CH:42]=[CH:41][CH:40]=[CH:39][CH:38]=2)=[O:22])[N:12]=[CH:11]1.C(N(CC)CC)C.[C:51](Cl)(=[O:53])[CH3:52].C(=O)(O)[O-].[Na+]. (5) Given the product [N:2]1([CH2:4][C:5]2[N:6]=[C:7]([NH:24][C:25]3[CH:26]=[CH:27][C:28]([C:31]([F:33])([F:34])[F:32])=[CH:29][CH:30]=3)[N:8]3[C:13]=2[CH:12]=[C:11]([C:14]2[C:19]([C:20]([F:23])([F:22])[F:21])=[CH:18][CH:17]=[CH:16][N:15]=2)[CH:10]=[N:9]3)[CH:1]=[CH:36][N:35]=[CH:3]1, predict the reactants needed to synthesize it. The reactants are: [CH3:1][N:2]([CH2:4][C:5]1[N:6]=[C:7]([NH:24][C:25]2[CH:30]=[CH:29][C:28]([C:31]([F:34])([F:33])[F:32])=[CH:27][CH:26]=2)[N:8]2[C:13]=1[CH:12]=[C:11]([C:14]1[C:19]([C:20]([F:23])([F:22])[F:21])=[CH:18][CH:17]=[CH:16][N:15]=1)[CH:10]=[N:9]2)[CH3:3].[NH:35]1C=CN=[CH:36]1.IC. (6) Given the product [C:24]([C@H:21]1[CH2:22][CH2:23][C@H:18]([O:17][C:13]2[CH:12]=[C:11]3[C:16](=[CH:15][CH:14]=2)[NH:8][CH2:9][CH2:10]3)[CH2:19][CH2:20]1)([CH3:27])([CH3:25])[CH3:26], predict the reactants needed to synthesize it. The reactants are: C(OC([N:8]1[C:16]2[C:11](=[CH:12][C:13]([O:17][CH:18]3[CH2:23][CH2:22][CH:21]([C:24]([CH3:27])([CH3:26])[CH3:25])[CH2:20][CH2:19]3)=[CH:14][CH:15]=2)[CH2:10][CH2:9]1)=O)(C)(C)C.Cl.O1CCOCC1.